Dataset: NCI-60 drug combinations with 297,098 pairs across 59 cell lines. Task: Regression. Given two drug SMILES strings and cell line genomic features, predict the synergy score measuring deviation from expected non-interaction effect. Drug 1: CC(C1=C(C=CC(=C1Cl)F)Cl)OC2=C(N=CC(=C2)C3=CN(N=C3)C4CCNCC4)N. Drug 2: CN(C)C1=NC(=NC(=N1)N(C)C)N(C)C. Cell line: ACHN. Synergy scores: CSS=5.24, Synergy_ZIP=1.11, Synergy_Bliss=4.46, Synergy_Loewe=-10.0, Synergy_HSA=0.489.